Dataset: Peptide-MHC class I binding affinity with 185,985 pairs from IEDB/IMGT. Task: Regression. Given a peptide amino acid sequence and an MHC pseudo amino acid sequence, predict their binding affinity value. This is MHC class I binding data. (1) The peptide sequence is DYCNVLNKEF. The MHC is HLA-B51:01 with pseudo-sequence HLA-B51:01. The binding affinity (normalized) is 0. (2) The peptide sequence is SMQNCLLRLK. The MHC is HLA-A68:01 with pseudo-sequence HLA-A68:01. The binding affinity (normalized) is 0.339. (3) The peptide sequence is VVELEPSLA. The MHC is HLA-A02:01 with pseudo-sequence HLA-A02:01. The binding affinity (normalized) is 0. (4) The peptide sequence is KEGRRKTNL. The MHC is Mamu-A11 with pseudo-sequence Mamu-A11. The binding affinity (normalized) is 0.330. (5) The peptide sequence is IALWIPDLF. The MHC is Mamu-B17 with pseudo-sequence Mamu-B17. The binding affinity (normalized) is 0.606. (6) The peptide sequence is IISLKYTRK. The MHC is HLA-A02:01 with pseudo-sequence HLA-A02:01. The binding affinity (normalized) is 0.0847.